This data is from Full USPTO retrosynthesis dataset with 1.9M reactions from patents (1976-2016). The task is: Predict the reactants needed to synthesize the given product. Given the product [Cl:28][C:4]1[CH:3]=[C:2]([NH:1][C:38]([NH:37][C:34]2[CH:33]=[N:32][C:31]([C:29]#[N:30])=[CH:36][N:35]=2)=[O:39])[CH:27]=[CH:26][C:5]=1[O:6][CH2:7][CH2:8][N:9]([CH2:17][C:18]1[CH:23]=[CH:22][C:21]([F:24])=[CH:20][C:19]=1[F:25])[C:10](=[O:16])[O:11][C:12]([CH3:15])([CH3:13])[CH3:14], predict the reactants needed to synthesize it. The reactants are: [NH2:1][C:2]1[CH:27]=[CH:26][C:5]([O:6][CH2:7][CH2:8][N:9]([CH2:17][C:18]2[CH:23]=[CH:22][C:21]([F:24])=[CH:20][C:19]=2[F:25])[C:10](=[O:16])[O:11][C:12]([CH3:15])([CH3:14])[CH3:13])=[C:4]([Cl:28])[CH:3]=1.[C:29]([C:31]1[N:32]=[CH:33][C:34]([NH:37][C:38](=O)[O:39]C2C=CC=CC=2)=[N:35][CH:36]=1)#[N:30].